Task: Predict the reaction yield, written as a fraction of the theoretical maximum amount of product (1.0 means a 100% yield; for example, 0.34 means a 34% yield).. Dataset: Reaction yield outcomes from USPTO patents with 853,638 reactions (1) The reactants are [C:1]1([CH:7]([C:29]2[CH:34]=[CH:33][CH:32]=[CH:31][CH:30]=2)[N:8]2[C:16]3[C:11](=[CH:12][C:13]([CH3:17])=[CH:14][CH:15]=3)[CH:10]([C:18]3[C:26]([OH:27])=[CH:25][C:21]4[O:22][CH2:23][O:24][C:20]=4[CH:19]=3)[C:9]2=[O:28])[CH:6]=[CH:5][CH:4]=[CH:3][CH:2]=1.[CH2:35]=[O:36].C(NC(C)C)(C)C. The catalyst is ClCCl. The product is [C:29]1([CH:7]([C:1]2[CH:2]=[CH:3][CH:4]=[CH:5][CH:6]=2)[N:8]2[C:16]3[C:11](=[CH:12][C:13]([CH3:17])=[CH:14][CH:15]=3)[C:10]([C:18]3[C:26]([OH:27])=[CH:25][C:21]4[O:22][CH2:23][O:24][C:20]=4[CH:19]=3)([CH2:35][OH:36])[C:9]2=[O:28])[CH:30]=[CH:31][CH:32]=[CH:33][CH:34]=1. The yield is 0.630. (2) The reactants are [H-].[Na+].[CH3:3][N:4]([CH3:12])[C@H:5]1[CH2:10][CH2:9][C@H:8]([OH:11])[CH2:7][CH2:6]1.Cl[C:14]1[C:15]2[CH:22]=[C:21]([CH2:23][CH2:24][NH:25][C:26](=[O:32])[O:27][C:28]([CH3:31])([CH3:30])[CH3:29])[S:20][C:16]=2[N:17]=[CH:18][N:19]=1. The catalyst is C1COCC1. The product is [CH3:3][N:4]([CH3:12])[CH:5]1[CH2:10][CH2:9][CH:8]([O:11][C:14]2[C:15]3[CH:22]=[C:21]([CH2:23][CH2:24][NH:25][C:26](=[O:32])[O:27][C:28]([CH3:30])([CH3:29])[CH3:31])[S:20][C:16]=3[N:17]=[CH:18][N:19]=2)[CH2:7][CH2:6]1. The yield is 0.800. (3) The reactants are [CH2:1]([NH:8][C:9](=O)[CH:10]([NH:17][S:18]([C:21]1[C:30]2[C:25](=[CH:26][CH:27]=[CH:28][CH:29]=2)[C:24]([CH3:31])=[CH:23][CH:22]=1)(=[O:20])=[O:19])[CH2:11][C:12]1[N:13]=[CH:14][NH:15][CH:16]=1)[C:2]1[CH:7]=[CH:6][CH:5]=[CH:4][CH:3]=1.C(O)(=O)C. The catalyst is C1COCC1. The product is [CH2:1]([NH:8][CH2:9][C@@H:10]([NH:17][S:18]([C:21]1[C:30]2[C:25](=[CH:26][CH:27]=[CH:28][CH:29]=2)[C:24]([CH3:31])=[CH:23][CH:22]=1)(=[O:20])=[O:19])[CH2:11][C:12]1[N:13]=[CH:14][NH:15][CH:16]=1)[C:2]1[CH:7]=[CH:6][CH:5]=[CH:4][CH:3]=1. The yield is 0.500. (4) The reactants are [NH:1]1[CH:5]=[N:4][C:3]([C:6]2[CH:7]=[C:8]3[C:12](=[CH:13][CH:14]=2)[N:11]([CH:15]2[CH2:20][CH2:19][CH2:18][CH2:17][O:16]2)[N:10]=[C:9]3[Br:21])=[N:2]1.[C:22]1([C:28](Cl)([C:35]2[CH:40]=[CH:39][CH:38]=[CH:37][CH:36]=2)[C:29]2[CH:34]=[CH:33][CH:32]=[CH:31][CH:30]=2)[CH:27]=[CH:26][CH:25]=[CH:24][CH:23]=1.C(N(CC)CC)C. The catalyst is N1C=CC=CC=1.C(OCC)(=O)C. The product is [Br:21][C:9]1[C:8]2[C:12](=[CH:13][CH:14]=[C:6]([C:3]3[N:4]=[CH:5][N:1]([C:28]([C:22]4[CH:27]=[CH:26][CH:25]=[CH:24][CH:23]=4)([C:35]4[CH:36]=[CH:37][CH:38]=[CH:39][CH:40]=4)[C:29]4[CH:30]=[CH:31][CH:32]=[CH:33][CH:34]=4)[N:2]=3)[CH:7]=2)[N:11]([CH:15]2[CH2:20][CH2:19][CH2:18][CH2:17][O:16]2)[N:10]=1. The yield is 0.930. (5) The reactants are [F:1][C:2]1[CH:3]=[C:4]([NH2:24])[CH:5]=[CH:6][C:7]=1[O:8][C:9]1[CH:14]=[CH:13][N:12]=[C:11]2[CH:15]=[C:16]([C:18]3[N:19]([CH3:23])[CH:20]=[CH:21][N:22]=3)[S:17][C:10]=12.[CH:25]1([CH2:31][C:32]([N:34]=[C:35]=[S:36])=[O:33])[CH2:30][CH2:29][CH2:28][CH2:27][CH2:26]1. The catalyst is C1COCC1. The product is [CH:25]1([CH2:31][C:32]([NH:34][C:35](=[S:36])[NH:24][C:4]2[CH:5]=[CH:6][C:7]([O:8][C:9]3[CH:14]=[CH:13][N:12]=[C:11]4[CH:15]=[C:16]([C:18]5[N:19]([CH3:23])[CH:20]=[CH:21][N:22]=5)[S:17][C:10]=34)=[C:2]([F:1])[CH:3]=2)=[O:33])[CH2:30][CH2:29][CH2:28][CH2:27][CH2:26]1. The yield is 0.310. (6) The reactants are [CH3:1][C:2]1[O:6][N:5]=[C:4]([C:7]2[CH:12]=[CH:11][CH:10]=[CH:9][CH:8]=2)[C:3]=1[C:13]([NH:15][NH2:16])=[O:14].[Br:17][C:18]1[CH:19]=[CH:20][C:21]([C:24](O)=O)=[N:22][CH:23]=1. No catalyst specified. The product is [Br:17][C:18]1[CH:19]=[CH:20][C:21]([C:24]2[O:14][C:13]([C:3]3[C:4]([C:7]4[CH:12]=[CH:11][CH:10]=[CH:9][CH:8]=4)=[N:5][O:6][C:2]=3[CH3:1])=[N:15][N:16]=2)=[N:22][CH:23]=1. The yield is 0.390. (7) The reactants are [CH2:1]([O:3][C:4]1[CH:23]=[CH:22][C:7]([C:8]([N:10]2[C:19]3[C:14](=[CH:15][CH:16]=[CH:17][CH:18]=3)[CH:13](O)[CH2:12][CH:11]2[CH3:21])=[O:9])=[CH:6][C:5]=1[O:24][CH3:25])[CH3:2].[NH:26]1[C:35]2[C:30](=[CH:31][CH:32]=[CH:33][CH:34]=2)[CH2:29][CH2:28][CH2:27]1. No catalyst specified. The product is [CH2:1]([O:3][C:4]1[CH:23]=[CH:22][C:7]([C:8]([N:10]2[C:19]3[C:14](=[CH:15][CH:16]=[CH:17][CH:18]=3)[CH:13]([N:26]3[C:35]4[C:30](=[CH:31][CH:32]=[CH:33][CH:34]=4)[CH2:29][CH2:28][CH2:27]3)[CH2:12][CH:11]2[CH3:21])=[O:9])=[CH:6][C:5]=1[O:24][CH3:25])[CH3:2]. The yield is 0.360. (8) The reactants are Br[C:2]1[CH:7]=[CH:6][C:5]([N:8]2[CH:12]=[C:11]([CH3:13])[CH:10]=[C:9]2[C:14]2[CH:19]=[CH:18][C:17]([S:20]([CH3:23])(=[O:22])=[O:21])=[CH:16][CH:15]=2)=[CH:4][CH:3]=1.[O:24]1[CH:28]=[CH:27][C:26](B(O)O)=[CH:25]1.C([O-])(O)=O.[Na+]. The catalyst is COCCOC.C1C=CC(P(C2C=CC=CC=2)C2C=CC=CC=2)=CC=1.C1C=CC(P(C2C=CC=CC=2)C2C=CC=CC=2)=CC=1.Cl[Pd]Cl. The product is [O:24]1[CH:28]=[CH:27][C:26]([C:2]2[CH:7]=[CH:6][C:5]([N:8]3[CH:12]=[C:11]([CH3:13])[CH:10]=[C:9]3[C:14]3[CH:19]=[CH:18][C:17]([S:20]([CH3:23])(=[O:22])=[O:21])=[CH:16][CH:15]=3)=[CH:4][CH:3]=2)=[CH:25]1. The yield is 0.133. (9) The reactants are Br[C:2]1[CH:7]=[CH:6][CH:5]=[CH:4][N:3]=1.[CH2:8]([N:12]1[CH:16]=[C:15]([C:17]2[CH:22]=[CH:21][C:20]([F:23])=[CH:19][CH:18]=2)[N:14]=[N:13]1)[CH2:9][C:10]#[CH:11]. No catalyst specified. The product is [F:23][C:20]1[CH:19]=[CH:18][C:17]([C:15]2[N:14]=[N:13][N:12]([CH2:8][CH2:9][C:10]#[C:11][C:2]3[CH:7]=[CH:6][CH:5]=[CH:4][N:3]=3)[CH:16]=2)=[CH:22][CH:21]=1. The yield is 0.260.